The task is: Predict the product of the given reaction.. This data is from Forward reaction prediction with 1.9M reactions from USPTO patents (1976-2016). (1) Given the reactants [O:1]1[C:6]2=[CH:7][CH:8]=[CH:9][C:10]3[C:11]([C:13]([OH:15])=O)=[CH:12][N:4]([C:5]=32)[CH2:3][CH2:2]1.[ClH:16].FC(F)(F)C([NH:21][CH2:22][C:23]1[CH:28]=[CH:27][C:26]([F:29])=[C:25]([CH:30]2[CH2:35][CH2:34][NH:33][CH2:32][CH2:31]2)[CH:24]=1)=O, predict the reaction product. The product is: [ClH:16].[NH2:21][CH2:22][C:23]1[CH:28]=[CH:27][C:26]([F:29])=[C:25]([CH:30]2[CH2:35][CH2:34][N:33]([C:13]([C:11]3[C:10]4[CH:9]=[CH:8][CH:7]=[C:6]5[C:5]=4[N:4]([CH2:3][CH2:2][O:1]5)[CH:12]=3)=[O:15])[CH2:32][CH2:31]2)[CH:24]=1. (2) Given the reactants C(OC(=O)[NH:7][C@H:8]1[CH2:14][O:13][C:12]2[CH:15]=[CH:16][C:17]([C:19]([N:21]3[CH2:26]COC[CH2:22]3)=[O:20])=[CH:18][C:11]=2[N:10]([CH3:27])[C:9]1=[O:28])(C)(C)C.[C:30]([OH:36])([C:32]([F:35])([F:34])[F:33])=[O:31], predict the reaction product. The product is: [F:33][C:32]([F:35])([F:34])[C:30]([OH:36])=[O:31].[NH2:7][C@H:8]1[CH2:14][O:13][C:12]2[CH:15]=[CH:16][C:17]([C:19]([N:21]([CH3:22])[CH3:26])=[O:20])=[CH:18][C:11]=2[N:10]([CH3:27])[C:9]1=[O:28]. (3) Given the reactants [Cl:1][C:2]1[S:6][C:5]([C:7]([NH:9][C@@H:10]([CH2:23][C:24]2[CH:29]=[CH:28][CH:27]=[CH:26][CH:25]=2)[CH2:11][N:12]2C(=O)C3C(=CC=CC=3)C2=O)=[O:8])=[CH:4][C:3]=1[C:30]1[N:34]([CH3:35])[N:33]=[CH:32][CH:31]=1.O.NN, predict the reaction product. The product is: [NH2:12][CH2:11][C@@H:10]([NH:9][C:7]([C:5]1[S:6][C:2]([Cl:1])=[C:3]([C:30]2[N:34]([CH3:35])[N:33]=[CH:32][CH:31]=2)[CH:4]=1)=[O:8])[CH2:23][C:24]1[CH:25]=[CH:26][CH:27]=[CH:28][CH:29]=1.